This data is from Full USPTO retrosynthesis dataset with 1.9M reactions from patents (1976-2016). The task is: Predict the reactants needed to synthesize the given product. Given the product [Cl:17][C:18]1[CH:19]=[C:20]([CH:23]=[CH:24][C:25]=1[O:26][C:27]([F:28])([F:29])[F:30])[CH2:21][N:10]([C:5]1[CH:6]=[C:7]([F:9])[CH:8]=[C:3]([C:1]#[N:2])[CH:4]=1)[C:11](=[O:16])[CH2:12][CH2:13][CH2:14][CH3:15], predict the reactants needed to synthesize it. The reactants are: [C:1]([C:3]1[CH:4]=[C:5]([NH:10][C:11](=[O:16])[CH2:12][CH2:13][CH2:14][CH3:15])[CH:6]=[C:7]([F:9])[CH:8]=1)#[N:2].[Cl:17][C:18]1[CH:19]=[C:20]([CH:23]=[CH:24][C:25]=1[O:26][C:27]([F:30])([F:29])[F:28])[CH2:21]Br.